This data is from Catalyst prediction with 721,799 reactions and 888 catalyst types from USPTO. The task is: Predict which catalyst facilitates the given reaction. Reactant: [Br:1][C:2]1[C:3]([N:19]([CH3:24])[S:20]([CH3:23])(=[O:22])=[O:21])=[CH:4][C:5]2[O:9][C:8]([C:10]([O:12]C)=[O:11])=[C:7]([C:14](=[O:17])[NH:15][CH3:16])[C:6]=2[CH:18]=1.O[Li].O. Product: [Br:1][C:2]1[C:3]([N:19]([CH3:24])[S:20]([CH3:23])(=[O:21])=[O:22])=[CH:4][C:5]2[O:9][C:8]([C:10]([OH:12])=[O:11])=[C:7]([C:14](=[O:17])[NH:15][CH3:16])[C:6]=2[CH:18]=1. The catalyst class is: 38.